Dataset: Forward reaction prediction with 1.9M reactions from USPTO patents (1976-2016). Task: Predict the product of the given reaction. (1) Given the reactants [C:1]1([NH:7][NH2:8])[CH:6]=[CH:5][CH:4]=[CH:3][CH:2]=1.[C:9](Cl)(=[O:14])[CH2:10][C:11](Cl)=[O:12], predict the reaction product. The product is: [C:1]1([N:7]2[C:11](=[O:12])[CH2:10][C:9](=[O:14])[NH:8]2)[CH:6]=[CH:5][CH:4]=[CH:3][CH:2]=1. (2) Given the reactants [Br:1][C:2]1[CH:7]=[CH:6][C:5]([CH:8]([CH3:24])[C:9]([C:11]2[C:12]([F:23])=[CH:13][C:14]3[O:19][CH2:18][C:17](=[O:20])[N:16]([CH3:21])[C:15]=3[CH:22]=2)=[O:10])=[C:4]([Cl:25])[CH:3]=1.[F:26][C:27]([Si](C)(C)C)([F:29])[F:28].[F-].C[N+](C)(C)C, predict the reaction product. The product is: [Br:1][C:2]1[CH:7]=[CH:6][C:5]([CH:8]([CH3:24])[C:9]([C:11]2[C:12]([F:23])=[CH:13][C:14]3[O:19][CH2:18][C:17](=[O:20])[N:16]([CH3:21])[C:15]=3[CH:22]=2)([OH:10])[C:27]([F:29])([F:28])[F:26])=[C:4]([Cl:25])[CH:3]=1. (3) Given the reactants [NH2:1][C:2]1[CH:19]=[CH:18][CH:17]=[CH:16][C:3]=1[O:4][C:5]1[CH:14]=[CH:13][C:12]([F:15])=[CH:11][C:6]=1[C:7](OC)=[O:8].C[Al](C)C.C1(C)C=CC=CC=1.O, predict the reaction product. The product is: [F:15][C:12]1[CH:13]=[CH:14][C:5]2[O:4][C:3]3[CH:16]=[CH:17][CH:18]=[CH:19][C:2]=3[NH:1][C:7](=[O:8])[C:6]=2[CH:11]=1. (4) Given the reactants [C:1]([O:5][C:6](=[O:15])[NH:7][C@H:8]1[CH2:13][CH2:12][C@@H:11]([NH2:14])[CH2:10][CH2:9]1)([CH3:4])([CH3:3])[CH3:2].[CH:16](=O)[C:17]1[CH:22]=[CH:21][CH:20]=[CH:19][CH:18]=1.C(O)(=O)C.[BH-](OC(C)=O)(OC(C)=O)OC(C)=O.[Na+], predict the reaction product. The product is: [C:1]([O:5][C:6](=[O:15])[NH:7][C@H:8]1[CH2:9][CH2:10][C@@H:11]([NH:14][CH2:16][C:17]2[CH:22]=[CH:21][CH:20]=[CH:19][CH:18]=2)[CH2:12][CH2:13]1)([CH3:4])([CH3:2])[CH3:3]. (5) Given the reactants [CH3:1][C:2]1[CH:10]=[CH:9][C:5]([C:6](O)=[O:7])=[CH:4][C:3]=1[B:11]1[O:15][C:14]([CH3:17])([CH3:16])[C:13]([CH3:19])([CH3:18])[O:12]1.CCN(C(C)C)C(C)C.CN(C(ON1N=NC2C=CC=NC1=2)=[N+](C)C)C.F[P-](F)(F)(F)(F)F.[NH2:53][N:54]1[NH:58][CH:57]=[CH:56][S:55]1, predict the reaction product. The product is: [CH3:1][C:2]1[CH:10]=[CH:9][C:5]([C:6]([NH:53][N:54]2[NH:58][CH:57]=[CH:56][S:55]2)=[O:7])=[CH:4][C:3]=1[B:11]1[O:12][C:13]([CH3:19])([CH3:18])[C:14]([CH3:17])([CH3:16])[O:15]1. (6) The product is: [F:1][C:2]1[CH:7]=[CH:6][C:5]([NH:8][C:9](=[O:23])[C:10]2[CH:15]=[C:14]([N:16]3[CH2:17][CH2:18][O:19][CH2:20][CH2:21]3)[CH:13]=[C:12]([F:22])[CH:11]=2)=[CH:4][C:3]=1[N:24]1[C:25](=[O:41])[C:26]2[C:27](=[CH:28][CH:29]=[C:30]([N:32]3[CH2:38][CH2:37][CH2:36][N:35]([CH3:39])[CH2:34][CH2:33]3)[CH:31]=2)[N:40]=[CH:42]1. Given the reactants [F:1][C:2]1[CH:7]=[CH:6][C:5]([NH:8][C:9](=[O:23])[C:10]2[CH:15]=[C:14]([N:16]3[CH2:21][CH2:20][O:19][CH2:18][CH2:17]3)[CH:13]=[C:12]([F:22])[CH:11]=2)=[CH:4][C:3]=1[NH:24][C:25](=[O:41])[C:26]1[CH:31]=[C:30]([N:32]2[CH2:38][CH2:37][CH2:36][N:35]([CH3:39])[CH2:34][CH2:33]2)[CH:29]=[CH:28][C:27]=1[NH2:40].[CH:42](OCC)(OCC)OCC, predict the reaction product.